From a dataset of Catalyst prediction with 721,799 reactions and 888 catalyst types from USPTO. Predict which catalyst facilitates the given reaction. (1) Reactant: [NH2:1][C:2]1[N:10]=[C:9]([O:11][CH3:12])[CH:8]=[C:7]([O:13][CH3:14])[C:3]=1[C:4](O)=[O:5].Cl.C[N:17](C)CCCN=C=NCC.O.ON1C2C=CC=CC=2N=N1.CN1CCOCC1.[OH-].[NH4+]. Product: [NH2:1][C:2]1[N:10]=[C:9]([O:11][CH3:12])[CH:8]=[C:7]([O:13][CH3:14])[C:3]=1[C:4]([NH2:17])=[O:5]. The catalyst class is: 1. (2) Reactant: [OH-].[Na+].C[O:4][C:5](=[O:40])[CH2:6][CH2:7][C:8]([C:10]1[C:18]2[C:13](=[CH:14][CH:15]=[C:16]([Cl:19])[CH:17]=2)[N:12]([CH2:20][C:21]2[CH:22]=[N:23][C:24]([C:27]3[C:32]4[O:33][C:34]5[CH:39]=[CH:38][CH:37]=[CH:36][C:35]=5[C:31]=4[CH:30]=[CH:29][CH:28]=3)=[CH:25][CH:26]=2)[CH:11]=1)=[O:9].Cl. Product: [Cl:19][C:16]1[CH:17]=[C:18]2[C:13](=[CH:14][CH:15]=1)[N:12]([CH2:20][C:21]1[CH:22]=[N:23][C:24]([C:27]3[C:32]4[O:33][C:34]5[CH:39]=[CH:38][CH:37]=[CH:36][C:35]=5[C:31]=4[CH:30]=[CH:29][CH:28]=3)=[CH:25][CH:26]=1)[CH:11]=[C:10]2[C:8](=[O:9])[CH2:7][CH2:6][C:5]([OH:40])=[O:4]. The catalyst class is: 193. (3) Reactant: [Br:1][C:2]1[CH:3]=[C:4]([CH:8]=[CH:9][CH:10]=1)[C:5](Cl)=[O:6].[NH2:11][C:12]([CH3:28])([CH2:15][N:16]1[CH:24]=[C:23]2[C:18]([C:19]([Cl:27])=[C:20]([Cl:26])[CH:21]=[C:22]2[Cl:25])=[N:17]1)[C:13]#[N:14]. Product: [Br:1][C:2]1[CH:3]=[C:4]([CH:8]=[CH:9][CH:10]=1)[C:5]([NH:11][C:12]([C:13]#[N:14])([CH3:28])[CH2:15][N:16]1[CH:24]=[C:23]2[C:18]([C:19]([Cl:27])=[C:20]([Cl:26])[CH:21]=[C:22]2[Cl:25])=[N:17]1)=[O:6]. The catalyst class is: 1. (4) Reactant: [F:1][C:2]1[C:3]([NH:18][C:19]2[CH:24]=[CH:23][C:22]([I:25])=[CH:21][C:20]=2[F:26])=[C:4]([C:9]([N:11]2[CH2:14][CH:13]([C:15](O)=[O:16])[CH2:12]2)=[O:10])[CH:5]=[CH:6][C:7]=1[F:8].C(N(CC)CC)C.C1CN([P+](ON2N=NC3C=CC=CC2=3)(N2CCCC2)N2CCCC2)CC1.F[P-](F)(F)(F)(F)F.[BH4-].[Na+]. Product: [F:1][C:2]1[C:3]([NH:18][C:19]2[CH:24]=[CH:23][C:22]([I:25])=[CH:21][C:20]=2[F:26])=[C:4]([C:9]([N:11]2[CH2:14][CH:13]([CH2:15][OH:16])[CH2:12]2)=[O:10])[CH:5]=[CH:6][C:7]=1[F:8]. The catalyst class is: 7. (5) Reactant: [H-].[Li+].[F:3][C:4]([F:17])([F:16])[C:5]([C:7]1[CH:12]=[C:11]([Cl:13])[C:10]([Cl:14])=[C:9]([Cl:15])[CH:8]=1)=[O:6].[CH3:18][O:19][C:20]([C:22]1[O:23][C:24]([C:28](=[O:30])[CH3:29])=[CH:25][C:26]=1[CH3:27])=[O:21].C(OC)(C)(C)C. Product: [CH3:18][O:19][C:20]([C:22]1[O:23][C:24]([C:28](=[O:30])[CH2:29][C:5]([OH:6])([C:7]2[CH:8]=[C:9]([Cl:15])[C:10]([Cl:14])=[C:11]([Cl:13])[CH:12]=2)[C:4]([F:3])([F:16])[F:17])=[CH:25][C:26]=1[CH3:27])=[O:21]. The catalyst class is: 20. (6) Reactant: [F:1][C:2]([F:22])([F:21])[O:3][C:4]1[CH:9]=[CH:8][C:7]([C:10]2[CH:11]=[C:12]3[C:17](=[CH:18][CH:19]=2)[O:16][CH2:15][CH2:14][C:13]3=[O:20])=[CH:6][CH:5]=1.[N:23]1[CH:28]=[CH:27][CH:26]=[CH:25][C:24]=1[CH:29]=O.N1CCCC1. Product: [N:23]1[CH:28]=[CH:27][CH:26]=[CH:25][C:24]=1[CH:29]=[C:14]1[C:13](=[O:20])[C:12]2[C:17](=[CH:18][CH:19]=[C:10]([C:7]3[CH:6]=[CH:5][C:4]([O:3][C:2]([F:1])([F:21])[F:22])=[CH:9][CH:8]=3)[CH:11]=2)[O:16][CH2:15]1. The catalyst class is: 8.